Dataset: Reaction yield outcomes from USPTO patents with 853,638 reactions. Task: Predict the reaction yield, written as a fraction of the theoretical maximum amount of product (1.0 means a 100% yield; for example, 0.34 means a 34% yield). The reactants are Cl.Cl.[Cl:3][C:4]1[C:12]2[NH:11][N:10]=[CH:9][C:8]=2[C:7]2[CH2:13][N:14]([CH2:23][C:24]3[CH:29]=[CH:28][N:27]=[CH:26][CH:25]=3)[C:15](=[O:22])[C@H:16]([CH2:18][C:19](O)=[O:20])[CH2:17][C:6]=2[CH:5]=1.[C:30]1([C:36]2[NH:37][C:38](=[O:47])[N:39]([CH:41]3[CH2:46][CH2:45][NH:44][CH2:43][CH2:42]3)[CH:40]=2)[CH:35]=[CH:34][CH:33]=[CH:32][CH:31]=1.ClC1C2NN=CC=2C2CN(CC(C)(C)C)C(=O)[C@H](CC(=O)N3CCC(N4CC5C(=CC=CC=5)NC4=O)CC3)CC=2C=1. No catalyst specified. The product is [Cl:3][C:4]1[C:12]2[NH:11][N:10]=[CH:9][C:8]=2[C:7]2[CH2:13][N:14]([CH2:23][C:24]3[CH:25]=[CH:26][N:27]=[CH:28][CH:29]=3)[C:15](=[O:22])[C@H:16]([CH2:18][C:19](=[O:20])[N:44]3[CH2:43][CH2:42][CH:41]([N:39]4[CH:40]=[C:36]([C:30]5[CH:31]=[CH:32][CH:33]=[CH:34][CH:35]=5)[NH:37][C:38]4=[O:47])[CH2:46][CH2:45]3)[CH2:17][C:6]=2[CH:5]=1. The yield is 0.300.